From a dataset of Catalyst prediction with 721,799 reactions and 888 catalyst types from USPTO. Predict which catalyst facilitates the given reaction. (1) Reactant: C([O:3][C:4]([CH:6]1[CH2:11][N:10]([S:12]([C:15]2[CH:20]=[CH:19][CH:18]=[C:17]([Cl:21])[CH:16]=2)(=[O:14])=[O:13])[CH2:9][CH2:8][N:7]1[C:22]1[CH:27]=[CH:26][C:25]([F:28])=[CH:24][C:23]=1[CH3:29])=[O:5])C.[Li+].[OH-].CO.OS([O-])(=O)=O.[K+]. Product: [Cl:21][C:17]1[CH:16]=[C:15]([S:12]([N:10]2[CH2:9][CH2:8][N:7]([C:22]3[CH:27]=[CH:26][C:25]([F:28])=[CH:24][C:23]=3[CH3:29])[CH:6]([C:4]([OH:5])=[O:3])[CH2:11]2)(=[O:13])=[O:14])[CH:20]=[CH:19][CH:18]=1. The catalyst class is: 7. (2) Reactant: [Cl:1][C:2]1[CH:3]=[CH:4][C:5]2[N:6]([C:8]([CH:11]=[O:12])=[CH:9][N:10]=2)[N:7]=1.[BH4-].[Na+]. Product: [Cl:1][C:2]1[CH:3]=[CH:4][C:5]2[N:6]([C:8]([CH2:11][OH:12])=[CH:9][N:10]=2)[N:7]=1. The catalyst class is: 5. (3) Reactant: [H-].[Na+].[CH3:3][C:4]1([CH2:9][CH2:10][CH:11]=[C:12]([CH3:14])[CH3:13])[CH2:6][CH:5]1[CH2:7][OH:8].[CH2:15](Br)[C:16]1[CH:21]=[CH:20][CH:19]=[CH:18][CH:17]=1. Product: [CH3:3][C:4]1([CH2:9][CH2:10][CH:11]=[C:12]([CH3:14])[CH3:13])[CH2:6][CH:5]1[CH2:7][O:8][CH2:15][C:16]1[CH:21]=[CH:20][CH:19]=[CH:18][CH:17]=1. The catalyst class is: 37. (4) Reactant: C(OC([NH:11][C:12]12[CH2:19][C:16]([C:20]([O:22][CH3:23])=[O:21])([CH2:17][CH2:18]1)[CH2:15][CH2:14][CH2:13]2)=O)C1C=CC=CC=1. Product: [NH2:11][C:12]12[CH2:19][C:16]([C:20]([O:22][CH3:23])=[O:21])([CH2:17][CH2:18]1)[CH2:15][CH2:14][CH2:13]2. The catalyst class is: 19. (5) Reactant: [C:1]([O:5][C:6]([N:8]([CH2:33][C@@H:34]([C:36]1[CH:41]=[CH:40][CH:39]=[C:38]([Cl:42])[CH:37]=1)[OH:35])[CH2:9][CH2:10][C:11]1[CH:16]=[CH:15][C:14]([S:17]([C:20]2[CH:21]=[CH:22][C:23]([NH:31][CH3:32])=[C:24]([CH:30]=2)[C:25]([O:27]CC)=[O:26])(=[O:19])=[O:18])=[CH:13][CH:12]=1)=[O:7])([CH3:4])([CH3:3])[CH3:2].[OH-].[Na+].Cl. Product: [C:1]([O:5][C:6]([N:8]([CH2:33][C@@H:34]([C:36]1[CH:41]=[CH:40][CH:39]=[C:38]([Cl:42])[CH:37]=1)[OH:35])[CH2:9][CH2:10][C:11]1[CH:12]=[CH:13][C:14]([S:17]([C:20]2[CH:21]=[CH:22][C:23]([NH:31][CH3:32])=[C:24]([CH:30]=2)[C:25]([OH:27])=[O:26])(=[O:19])=[O:18])=[CH:15][CH:16]=1)=[O:7])([CH3:4])([CH3:2])[CH3:3]. The catalyst class is: 8. (6) Reactant: [CH2:1]([C:3]1([OH:11])[CH2:10][CH2:9][CH2:8][CH2:7][CH2:6][CH2:5][CH2:4]1)[CH3:2].C([Li])CCC.[C:17](Cl)(=[O:21])[C:18]([CH3:20])=[CH2:19].C(=O)(O)[O-].[Na+]. Product: [C:17]([O:11][C:3]1([CH2:1][CH3:2])[CH2:4][CH2:5][CH2:6][CH2:7][CH2:8][CH2:9][CH2:10]1)(=[O:21])[C:18]([CH3:20])=[CH2:19]. The catalyst class is: 305. (7) Reactant: [F:1][C:2]1[CH:7]=[C:6](I)[CH:5]=[CH:4][C:3]=1[N:9]1[CH:14]=[C:13]([O:15][CH3:16])[C:12](=[O:17])[C:11]([C:18]2[N:22]([C:23]3[CH:28]=[CH:27][CH:26]=[CH:25][CH:24]=3)[N:21]=[CH:20][CH:19]=2)=[N:10]1.Cl.[F:30][C:31]1([F:38])[C:35]([F:37])([F:36])[CH2:34][NH:33][CH2:32]1.CC1(C)C2C(=C(P(C3C=CC=CC=3)C3C=CC=CC=3)C=CC=2)OC2C(P(C3C=CC=CC=3)C3C=CC=CC=3)=CC=CC1=2.O(C(C)(C)C)[Na]. Product: [F:1][C:2]1[CH:7]=[C:6]([N:33]2[CH2:34][C:35]([F:37])([F:36])[C:31]([F:38])([F:30])[CH2:32]2)[CH:5]=[CH:4][C:3]=1[N:9]1[CH:14]=[C:13]([O:15][CH3:16])[C:12](=[O:17])[C:11]([C:18]2[N:22]([C:23]3[CH:28]=[CH:27][CH:26]=[CH:25][CH:24]=3)[N:21]=[CH:20][CH:19]=2)=[N:10]1. The catalyst class is: 488.